This data is from hERG Central: cardiac toxicity at 1µM, 10µM, and general inhibition. The task is: Predict hERG channel inhibition at various concentrations. (1) The compound is COc1ccc2c(c1)CCc1c(C(=O)NCCCn3ccnc3)noc1-2. Results: hERG_inhib (hERG inhibition (general)): blocker. (2) The drug is Cc1cc([N+](=O)[O-])nn1CC(=O)Nc1cnc2ccccc2c1. Results: hERG_inhib (hERG inhibition (general)): blocker. (3) Results: hERG_inhib (hERG inhibition (general)): blocker. The drug is COc1ccc(C(CCNCc2ccc(N(C)C)cc2)c2ccccc2)cc1. (4) The drug is C(=C/c1ccccc1)\CN1CCN(c2ncnc3c2oc2ccccc23)CC1. Results: hERG_inhib (hERG inhibition (general)): blocker. (5) The compound is CCc1ccc(NC(=O)[C@H](NC(=O)[C@@H]2Cc3ccccc3CN2)c2ccccc2)cc1. Results: hERG_inhib (hERG inhibition (general)): blocker.